This data is from Full USPTO retrosynthesis dataset with 1.9M reactions from patents (1976-2016). The task is: Predict the reactants needed to synthesize the given product. (1) Given the product [CH2:38]([C:37]([O:27][NH:26][C:25]([C:22]1[CH:21]=[CH:20][C:19]([NH:18][C:16](=[O:17])[CH2:15][CH2:14][CH2:13][C:12]([NH:11][C:8]2[CH:7]=[CH:6][C:5]([C:3](=[NH:4])[NH:2][O:1][C:50]([CH2:49][CH2:35][CH3:36])=[O:51])=[CH:10][CH:9]=2)=[O:29])=[CH:24][CH:23]=1)=[NH:28])=[O:41])[CH2:39][CH3:40], predict the reactants needed to synthesize it. The reactants are: [OH:1][NH:2][C:3]([C:5]1[CH:10]=[CH:9][C:8]([NH:11][C:12](=[O:29])[CH2:13][CH2:14][CH2:15][C:16]([NH:18][C:19]2[CH:24]=[CH:23][C:22]([C:25](=[NH:28])[NH:26][OH:27])=[CH:21][CH:20]=2)=[O:17])=[CH:7][CH:6]=1)=[NH:4].C(N([CH2:35][CH3:36])CC)C.[C:37](O[C:37](=[O:41])[CH2:38][CH2:39][CH3:40])(=[O:41])[CH2:38][CH2:39][CH3:40].O.[CH3:49][C:50](C)=[O:51].CS(C)=O. (2) Given the product [CH2:7]([C:4]1[CH:5]=[CH:6][N:1]=[CH:2][CH:3]=1)[CH2:8][CH2:9][CH3:10], predict the reactants needed to synthesize it. The reactants are: [N:1]1[CH:6]=[CH:5][C:4]([CH3:7])=[CH:3][CH:2]=1.[CH2:8]([Li])[CH2:9][CH2:10]C.N1C=CC(C[Li])=CC=1.BrCCC. (3) Given the product [CH:14]1([C:12]2[N:21]=[C:4]([OH:3])[C:6]3[C:7]4[CH:20]=[CH:19][CH:18]=[CH:17][C:8]=4[S:9][C:10]=3[N:11]=2)[CH2:16][CH2:15]1, predict the reactants needed to synthesize it. The reactants are: C([O:3][C:4]([C:6]1[C:7]2[CH:20]=[CH:19][CH:18]=[CH:17][C:8]=2[S:9][C:10]=1[NH:11][C:12]([CH:14]1[CH2:16][CH2:15]1)=O)=O)C.[NH3:21]. (4) Given the product [CH:28]1([C@H:23]([NH:22][C:20]([C:14]2[CH:15]=[CH:16][C:17]([F:19])=[CH:18][C:13]=2[NH:12][C:10]([NH:9][C:5]2[C:6]([CH3:8])=[CH:7][C:2]([CH:35]=[CH2:36])=[CH:3][C:4]=2[CH3:34])=[O:11])=[O:21])[C:24]([O:26][CH3:27])=[O:25])[CH2:33][CH2:32][CH2:31][CH2:30][CH2:29]1, predict the reactants needed to synthesize it. The reactants are: Br[C:2]1[CH:7]=[C:6]([CH3:8])[C:5]([NH:9][C:10]([NH:12][C:13]2[CH:18]=[C:17]([F:19])[CH:16]=[CH:15][C:14]=2[C:20]([NH:22][C@@H:23]([CH:28]2[CH2:33][CH2:32][CH2:31][CH2:30][CH2:29]2)[C:24]([O:26][CH3:27])=[O:25])=[O:21])=[O:11])=[C:4]([CH3:34])[CH:3]=1.[CH2:35]([Sn](CCCC)(CCCC)C=C)[CH2:36]CC. (5) Given the product [C:11]([C:3]1[C:4]2[CH2:9][CH2:8][O:7][CH2:6][C:5]=2[S:10][C:2]=1[NH:1][C:22]([NH:21][C:13](=[O:20])[C:14]1[CH:15]=[CH:16][CH:17]=[CH:18][CH:19]=1)=[O:23])#[N:12], predict the reactants needed to synthesize it. The reactants are: [NH2:1][C:2]1[S:10][C:5]2[CH2:6][O:7][CH2:8][CH2:9][C:4]=2[C:3]=1[C:11]#[N:12].[C:13]([N:21]=[C:22]=[O:23])(=[O:20])[C:14]1[CH:19]=[CH:18][CH:17]=[CH:16][CH:15]=1. (6) Given the product [Cl:28][C:5]1[C:4]2[C:9](=[CH:10][CH:11]=[C:2]([C:35]([C:34]3[N:30]([CH3:29])[CH:31]=[N:32][CH:33]=3)([C:37]3[CH:42]=[CH:41][N:40]=[C:39]([C:43]([F:46])([F:44])[F:45])[CH:38]=3)[OH:36])[CH:3]=2)[N:8]=[C:7]([O:12][CH3:13])[C:6]=1[CH2:14][N:15]1[CH2:20][CH2:19][N:18]2[C:21]([C:24]([F:27])([F:26])[F:25])=[N:22][N:23]=[C:17]2[CH2:16]1, predict the reactants needed to synthesize it. The reactants are: Br[C:2]1[CH:3]=[C:4]2[C:9](=[CH:10][CH:11]=1)[N:8]=[C:7]([O:12][CH3:13])[C:6]([CH2:14][N:15]1[CH2:20][CH2:19][N:18]3[C:21]([C:24]([F:27])([F:26])[F:25])=[N:22][N:23]=[C:17]3[CH2:16]1)=[C:5]2[Cl:28].[CH3:29][N:30]1[C:34]([C:35]([C:37]2[CH:42]=[CH:41][N:40]=[C:39]([C:43]([F:46])([F:45])[F:44])[CH:38]=2)=[O:36])=[CH:33][N:32]=[CH:31]1.FC(F)(F)C1C=C(C=O)C=CN=1. (7) Given the product [CH2:1]([N:8]1[C:12]([C:13]2[C:18]([CH3:19])=[CH:17][CH:16]=[CH:15][C:14]=2[NH:20][S:27]([C:21]2[CH:26]=[CH:25][CH:24]=[CH:23][CH:22]=2)(=[O:29])=[O:28])=[N:11][N:10]=[N:9]1)[C:2]1[CH:3]=[CH:4][CH:5]=[CH:6][CH:7]=1, predict the reactants needed to synthesize it. The reactants are: [CH2:1]([N:8]1[C:12]([C:13]2[C:18]([CH3:19])=[CH:17][CH:16]=[CH:15][C:14]=2[NH2:20])=[N:11][N:10]=[N:9]1)[C:2]1[CH:7]=[CH:6][CH:5]=[CH:4][CH:3]=1.[C:21]1([S:27](Cl)(=[O:29])=[O:28])[CH:26]=[CH:25][CH:24]=[CH:23][CH:22]=1.